This data is from Retrosynthesis with 50K atom-mapped reactions and 10 reaction types from USPTO. The task is: Predict the reactants needed to synthesize the given product. (1) Given the product COc1cc(CN2CCN(C)CC2)ccc1-c1nc2c(C)nn(C3CCCCC3)c2c(=O)[nH]1, predict the reactants needed to synthesize it. The reactants are: CN1CCNCC1.COc1cc(C=O)ccc1-c1nc2c(C)nn(C3CCCCC3)c2c(=O)[nH]1. (2) Given the product Cc1cc(Oc2cccc(C(F)(F)F)c2)ncc1[N+](=O)[O-], predict the reactants needed to synthesize it. The reactants are: Cc1cc(Cl)ncc1[N+](=O)[O-].Oc1cccc(C(F)(F)F)c1. (3) Given the product COc1cc(C(=O)N2CCN(C(=O)CCCC(O)C(c3ccc(F)cc3)c3ccc(F)cc3)CC2)cc(OC)c1OC, predict the reactants needed to synthesize it. The reactants are: COc1cc(C(=O)N2CCN(C(=O)CCCC=C(c3ccc(F)cc3)c3ccc(F)cc3)CC2)cc(OC)c1OC.OO. (4) Given the product COc1cc(OC)nc(NC(=O)NS(=O)(=O)N(C)S(C)(=O)=O)n1, predict the reactants needed to synthesize it. The reactants are: CCOC(=O)NS(=O)(=O)N(C)S(C)(=O)=O.COc1cc(OC)nc(N)n1. (5) Given the product O=C(Nc1ccccc1)C1CCCCC1, predict the reactants needed to synthesize it. The reactants are: Nc1ccccc1.O=C(Cl)C1CCCCC1. (6) Given the product CC(C)c1cc(C(=O)Nc2cc(Oc3ccc4nc(NC(=O)C5CC5)cn4n3)ccc2F)n(C)n1, predict the reactants needed to synthesize it. The reactants are: CC(C)c1cc(C(=O)O)n(C)n1.Nc1cc(Oc2ccc3nc(NC(=O)C4CC4)cn3n2)ccc1F.